Dataset: Forward reaction prediction with 1.9M reactions from USPTO patents (1976-2016). Task: Predict the product of the given reaction. (1) Given the reactants [C:1]([O:5][C:6]([NH:8][C@@H:9]([CH2:13][C:14]1[CH:19]=[CH:18][CH:17]=[C:16]([I:20])[CH:15]=1)[C:10]([OH:12])=O)=[O:7])([CH3:4])([CH3:3])[CH3:2].CN(C(ON1N=NC2C=CC=NC1=2)=[N+](C)C)C.F[P-](F)(F)(F)(F)F.CCN(C(C)C)C(C)C.[CH3:54][O:55][C:56]1[CH:63]=[CH:62][C:59]([NH:60][CH3:61])=[CH:58][CH:57]=1, predict the reaction product. The product is: [I:20][C:16]1[CH:15]=[C:14]([CH2:13][C@H:9]([NH:8][C:6](=[O:7])[O:5][C:1]([CH3:2])([CH3:3])[CH3:4])[C:10]([N:60]([C:59]2[CH:62]=[CH:63][C:56]([O:55][CH3:54])=[CH:57][CH:58]=2)[CH3:61])=[O:12])[CH:19]=[CH:18][CH:17]=1. (2) Given the reactants [CH:1]([C:3]1[S:7][C:6]([C:8]#[N:9])=[CH:5][C:4]=1[CH3:10])=[O:2].[CH2:11](O)[CH2:12][OH:13], predict the reaction product. The product is: [O:2]1[CH2:11][CH2:12][O:13][CH:1]1[C:3]1[S:7][C:6]([C:8]#[N:9])=[CH:5][C:4]=1[CH3:10]. (3) The product is: [F:14][C:15]1[CH:22]=[C:21]([N:23]2[CH2:24][CH2:25][O:26][CH2:27][CH2:28]2)[CH:20]=[CH:19][C:16]=1[CH2:17][N:4]1[CH2:5][CH2:6][N:1]([C:7]([O:9][C:10]([CH3:13])([CH3:12])[CH3:11])=[O:8])[CH2:2][CH2:3]1. Given the reactants [N:1]1([C:7]([O:9][C:10]([CH3:13])([CH3:12])[CH3:11])=[O:8])[CH2:6][CH2:5][NH:4][CH2:3][CH2:2]1.[F:14][C:15]1[CH:22]=[C:21]([N:23]2[CH2:28][CH2:27][O:26][CH2:25][CH2:24]2)[CH:20]=[CH:19][C:16]=1[CH:17]=O.[BH-](OC(C)=O)(OC(C)=O)OC(C)=O.[Na+], predict the reaction product. (4) Given the reactants Cl[C:2]1[CH:7]=[CH:6][N:5]=[C:4]([C:8]2[CH:13]=[C:12]([OH:14])[CH:11]=[C:10]([CH2:15][N:16]([CH2:18][C:19]3[CH:24]=[C:23](Cl)[CH:22]=[CH:21][N:20]=3)[CH3:17])[N:9]=2)[CH:3]=1.[NH:26]1[CH2:30][CH2:29][CH2:28][CH2:27]1, predict the reaction product. The product is: [CH3:17][N:16]([CH2:15][C:10]1[N:9]=[C:8]([C:4]2[CH:3]=[C:2]([N:26]3[CH2:30][CH2:29][CH2:28][CH2:27]3)[CH:7]=[CH:6][N:5]=2)[CH:13]=[C:12]([OH:14])[CH:11]=1)[CH2:18][C:19]1[CH:24]=[C:23]([N:26]2[CH2:30][CH2:29][CH2:28][CH2:27]2)[CH:22]=[CH:21][N:20]=1. (5) Given the reactants C(P(C12CC3CC(CC(C3)C1)C2)C12CC3CC(CC(C3)C1)C2)CCC.Br[C:27]1[N:32]=[C:31]([NH:33][C:34]2[CH:39]=[C:38]([C:40]([F:43])([F:42])[F:41])[CH:37]=[CH:36][N:35]=2)[CH:30]=[C:29]([CH3:44])[CH:28]=1.[OH:45][C@:46]1([C:60]2[S:61][CH:62]=[CH:63][N:64]=2)[CH2:55][CH2:54][CH2:53][C:52]2[CH:51]=[C:50]([C:56]([O:58][CH3:59])=[O:57])[CH:49]=[CH:48][C:47]1=2.[F-].[Cs+].C(O)(=O)C(C)(C)C, predict the reaction product. The product is: [OH:45][C@:46]1([C:60]2[S:61][C:62]([C:27]3[CH:28]=[C:29]([CH3:44])[CH:30]=[C:31]([NH:33][C:34]4[CH:39]=[C:38]([C:40]([F:43])([F:42])[F:41])[CH:37]=[CH:36][N:35]=4)[N:32]=3)=[CH:63][N:64]=2)[CH2:55][CH2:54][CH2:53][C:52]2[CH:51]=[C:50]([C:56]([O:58][CH3:59])=[O:57])[CH:49]=[CH:48][C:47]1=2. (6) The product is: [C:18]([O:17][C:15]([NH:1][CH:2]([C:6]1[CH:11]=[CH:10][C:9]([F:12])=[CH:8][CH:7]=1)[C:3]([OH:5])=[O:4])=[O:16])([CH3:21])([CH3:20])[CH3:19]. Given the reactants [NH2:1][CH:2]([C:6]1[CH:11]=[CH:10][C:9]([F:12])=[CH:8][CH:7]=1)[C:3]([OH:5])=[O:4].[OH-].[Na+].[C:15](O[C:15]([O:17][C:18]([CH3:21])([CH3:20])[CH3:19])=[O:16])([O:17][C:18]([CH3:21])([CH3:20])[CH3:19])=[O:16], predict the reaction product.